Dataset: Full USPTO retrosynthesis dataset with 1.9M reactions from patents (1976-2016). Task: Predict the reactants needed to synthesize the given product. Given the product [N:6]1[CH:7]=[CH:8][CH:9]=[C:4]([C:3]2[N:10]=[C:17]([C:16]3[CH:20]=[CH:21][C:13]([C:11]#[N:12])=[CH:14][CH:15]=3)[O:1][N:2]=2)[CH:5]=1, predict the reactants needed to synthesize it. The reactants are: [OH:1][N:2]=[C:3]([NH2:10])[C:4]1[CH:9]=[CH:8][CH:7]=[N:6][CH:5]=1.[C:11]([C:13]1[CH:21]=[CH:20][C:16]([C:17](Cl)=O)=[CH:15][CH:14]=1)#[N:12].N.